Predict the reactants needed to synthesize the given product. From a dataset of Full USPTO retrosynthesis dataset with 1.9M reactions from patents (1976-2016). (1) The reactants are: O[C:2]1([C:21]2[C:22]([OH:31])=[CH:23][C:24]3[O:28][N:27]=[C:26]([CH3:29])[C:25]=3[CH:30]=2)[C:10]2[C:5](=[CH:6][CH:7]=[CH:8][CH:9]=2)[N:4]([CH2:11][C:12]2[CH:17]=[CH:16][C:15]([O:18][CH3:19])=[CH:14][CH:13]=2)[C:3]1=[O:20].C([SiH](CC)CC)C.FC(F)(F)C(O)=O. Given the product [OH:31][C:22]1[C:21]([CH:2]2[C:10]3[C:5](=[CH:6][CH:7]=[CH:8][CH:9]=3)[N:4]([CH2:11][C:12]3[CH:13]=[CH:14][C:15]([O:18][CH3:19])=[CH:16][CH:17]=3)[C:3]2=[O:20])=[CH:30][C:25]2[C:26]([CH3:29])=[N:27][O:28][C:24]=2[CH:23]=1, predict the reactants needed to synthesize it. (2) Given the product [Br:1][C:2]1[CH:3]=[CH:4][C:5]2[S:9][C:8]([S:10]([NH:27][C:23]3[CH:24]=[CH:25][CH:26]=[C:21]([C:20]4[NH:19][N:18]=[N:17][N:16]=4)[CH:22]=3)(=[O:12])=[O:11])=[C:7]([CH3:14])[C:6]=2[CH:15]=1, predict the reactants needed to synthesize it. The reactants are: [Br:1][C:2]1[CH:3]=[CH:4][C:5]2[S:9][C:8]([S:10](Cl)(=[O:12])=[O:11])=[C:7]([CH3:14])[C:6]=2[CH:15]=1.[NH:16]1[C:20]([C:21]2[CH:22]=[C:23]([NH2:27])[CH:24]=[CH:25][CH:26]=2)=[N:19][N:18]=[N:17]1. (3) Given the product [Br:1][C:2]1[C:3]([F:11])=[C:4]([CH:8]=[CH:9][CH:10]=1)[C:5]([O:7][CH3:13])=[O:6], predict the reactants needed to synthesize it. The reactants are: [Br:1][C:2]1[C:3]([F:11])=[C:4]([CH:8]=[CH:9][CH:10]=1)[C:5]([OH:7])=[O:6].I[CH3:13]. (4) Given the product [ClH:50].[ClH:50].[NH2:7][C@@H:8]([C:36]1[CH:41]=[CH:40][C:39]([F:42])=[CH:38][CH:37]=1)[C:9]([N:11]1[C@H:16]([C:17]([NH:18][C@H:19]2[C:28]3[C:23](=[CH:24][CH:25]=[CH:26][CH:27]=3)[O:22][CH2:21][CH2:20]2)=[O:29])[CH2:15][N:14]2[CH2:30][C@H:31]([O:33][CH2:34][CH3:35])[CH2:32][C@@H:13]2[CH2:12]1)=[O:10], predict the reactants needed to synthesize it. The reactants are: C(OC(=O)[NH:7][C@@H:8]([C:36]1[CH:41]=[CH:40][C:39]([F:42])=[CH:38][CH:37]=1)[C:9]([N:11]1[C@H:16]([C:17](=[O:29])[NH:18][C@H:19]2[C:28]3[C:23](=[CH:24][CH:25]=[CH:26][CH:27]=3)[O:22][CH2:21][CH2:20]2)[CH2:15][N:14]2[CH2:30][C@H:31]([O:33][CH2:34][CH3:35])[CH2:32][C@@H:13]2[CH2:12]1)=[O:10])(C)(C)C.C(OCC)(=O)C.[ClH:50]. (5) Given the product [CH2:1]([C:3]1[CH:4]=[CH:5][C:6]([O:17][CH2:18][CH2:22][CH2:21][CH:20]([OH:35])[CH3:19])=[C:7]([C:9]([C:11]2[CH:16]=[CH:15][CH:14]=[CH:13][CH:12]=2)=[O:10])[CH:8]=1)[CH3:2], predict the reactants needed to synthesize it. The reactants are: [CH2:1]([C:3]1[CH:4]=[CH:5][C:6]([O:17][CH3:18])=[C:7]([C:9]([C:11]2[CH:16]=[CH:15][CH:14]=[CH:13][CH:12]=2)=[O:10])[CH:8]=1)[CH3:2].[CH3:19][CH:20]([O:35]C(=O)C)[CH2:21][CH2:22]COS(C1C=CC(C)=CC=1)(=O)=O.C([O-])([O-])=O.[Cs+].[Cs+].Cl.C([O-])([O-])=O.[K+].[K+]. (6) Given the product [CH3:11][C:12]1[CH:13]=[C:14]2[C:18](=[CH:19][CH:20]=1)[NH:17][C:16]([CH2:21][C@H:22]([CH2:39][CH:38]=[CH2:37])[C:23]([N:25]1[C@@H:29]([C:30]3[CH:35]=[CH:34][CH:33]=[CH:32][CH:31]=3)[CH2:28][O:27][C:26]1=[O:36])=[O:24])=[CH:15]2, predict the reactants needed to synthesize it. The reactants are: C[Si]([N-][Si](C)(C)C)(C)C.[Na+].[CH3:11][C:12]1[CH:13]=[C:14]2[C:18](=[CH:19][CH:20]=1)[NH:17][C:16]([CH2:21][CH2:22][C:23]([N:25]1[C@@H:29]([C:30]3[CH:35]=[CH:34][CH:33]=[CH:32][CH:31]=3)[CH2:28][O:27][C:26]1=[O:36])=[O:24])=[CH:15]2.[CH2:37](I)[CH:38]=[CH2:39]. (7) Given the product [N:8]1([C:6]([O:5][C:1]([CH3:4])([CH3:2])[CH3:3])=[O:7])[C:16]2[C:11](=[CH:12][CH:13]=[C:14]([C:17]([O:19][CH2:28][CH:27]=[CH2:26])=[O:18])[CH:15]=2)[CH2:10][CH2:9]1, predict the reactants needed to synthesize it. The reactants are: [C:1]([O:5][C:6]([N:8]1[C:16]2[C:11](=[CH:12][CH:13]=[C:14]([C:17]([OH:19])=[O:18])[CH:15]=2)[CH2:10][CH2:9]1)=[O:7])([CH3:4])([CH3:3])[CH3:2].C(=O)([O-])[O-].[K+].[K+].[CH2:26](Br)[CH:27]=[CH2:28].[OH-].[Na+].